This data is from NCI-60 drug combinations with 297,098 pairs across 59 cell lines. The task is: Regression. Given two drug SMILES strings and cell line genomic features, predict the synergy score measuring deviation from expected non-interaction effect. (1) Drug 1: C1CCC(C1)C(CC#N)N2C=C(C=N2)C3=C4C=CNC4=NC=N3. Drug 2: C1=CC(=CC=C1C#N)C(C2=CC=C(C=C2)C#N)N3C=NC=N3. Cell line: HOP-62. Synergy scores: CSS=2.32, Synergy_ZIP=6.36, Synergy_Bliss=2.14, Synergy_Loewe=1.54, Synergy_HSA=-0.414. (2) Drug 1: CC(C1=C(C=CC(=C1Cl)F)Cl)OC2=C(N=CC(=C2)C3=CN(N=C3)C4CCNCC4)N. Cell line: NCI/ADR-RES. Drug 2: C1=CC(=CC=C1C#N)C(C2=CC=C(C=C2)C#N)N3C=NC=N3. Synergy scores: CSS=3.85, Synergy_ZIP=-0.146, Synergy_Bliss=2.49, Synergy_Loewe=1.61, Synergy_HSA=1.22. (3) Drug 1: CC1C(C(CC(O1)OC2CC(CC3=C2C(=C4C(=C3O)C(=O)C5=C(C4=O)C(=CC=C5)OC)O)(C(=O)CO)O)N)O.Cl. Drug 2: C(CN)CNCCSP(=O)(O)O. Cell line: K-562. Synergy scores: CSS=2.41, Synergy_ZIP=1.84, Synergy_Bliss=4.79, Synergy_Loewe=-8.16, Synergy_HSA=-2.69. (4) Drug 1: CN(C)N=NC1=C(NC=N1)C(=O)N. Drug 2: C1CN(P(=O)(OC1)NCCCl)CCCl. Cell line: OVCAR-4. Synergy scores: CSS=-3.35, Synergy_ZIP=-0.232, Synergy_Bliss=-2.56, Synergy_Loewe=-2.84, Synergy_HSA=-2.81. (5) Drug 1: CC1C(C(=O)NC(C(=O)N2CCCC2C(=O)N(CC(=O)N(C(C(=O)O1)C(C)C)C)C)C(C)C)NC(=O)C3=C4C(=C(C=C3)C)OC5=C(C(=O)C(=C(C5=N4)C(=O)NC6C(OC(=O)C(N(C(=O)CN(C(=O)C7CCCN7C(=O)C(NC6=O)C(C)C)C)C)C(C)C)C)N)C. Drug 2: C1=NNC2=C1C(=O)NC=N2. Cell line: HOP-62. Synergy scores: CSS=8.08, Synergy_ZIP=-4.22, Synergy_Bliss=-3.61, Synergy_Loewe=-21.4, Synergy_HSA=-1.51. (6) Drug 1: CCC1(CC2CC(C3=C(CCN(C2)C1)C4=CC=CC=C4N3)(C5=C(C=C6C(=C5)C78CCN9C7C(C=CC9)(C(C(C8N6C=O)(C(=O)OC)O)OC(=O)C)CC)OC)C(=O)OC)O.OS(=O)(=O)O. Drug 2: C(CC(=O)O)C(=O)CN.Cl. Cell line: HOP-62. Synergy scores: CSS=7.66, Synergy_ZIP=3.93, Synergy_Bliss=9.69, Synergy_Loewe=2.61, Synergy_HSA=3.16.